This data is from Full USPTO retrosynthesis dataset with 1.9M reactions from patents (1976-2016). The task is: Predict the reactants needed to synthesize the given product. (1) Given the product [CH3:15][O:16][C:17]1[CH:24]=[CH:23][C:20]([CH2:21][NH:22][C:2]2[CH:11]=[CH:10][C:9]3[C:4](=[CH:5][CH:6]=[C:7]([N+:12]([O-:14])=[O:13])[CH:8]=3)[N:3]=2)=[CH:19][CH:18]=1, predict the reactants needed to synthesize it. The reactants are: Cl[C:2]1[CH:11]=[CH:10][C:9]2[C:4](=[CH:5][CH:6]=[C:7]([N+:12]([O-:14])=[O:13])[CH:8]=2)[N:3]=1.[CH3:15][O:16][C:17]1[CH:24]=[CH:23][C:20]([CH2:21][NH2:22])=[CH:19][CH:18]=1. (2) Given the product [Cl:1][C:2]1[CH:11]=[C:10]([C:12](=[O:22])[CH2:13][CH2:14][C:15]2[CH:20]=[CH:19][CH:18]=[C:17]([OH:21])[CH:16]=2)[CH:9]=[CH:8][C:3]=1[C:4]([OH:6])=[O:5], predict the reactants needed to synthesize it. The reactants are: [Cl:1][C:2]1[CH:11]=[C:10]([C:12](=[O:22])[CH2:13][CH2:14][C:15]2[CH:20]=[CH:19][CH:18]=[C:17]([OH:21])[CH:16]=2)[CH:9]=[CH:8][C:3]=1[C:4]([O:6]C)=[O:5].[OH-].[Na+]. (3) Given the product [OH:31][C:32]1([C:39]2[CH:40]=[N:41][N:42]([CH3:44])[CH:43]=2)[CH2:33][CH2:34][CH:35]([N:8]2[CH2:9][CH:10]([NH:12][C:13](=[O:30])[CH2:14][NH:15][C:16]3[C:24]4[C:19](=[CH:20][CH:21]=[C:22]([C:25]([F:27])([F:26])[F:28])[CH:23]=4)[N:18]([CH3:29])[N:17]=3)[CH2:11]2)[CH2:36][CH2:37]1, predict the reactants needed to synthesize it. The reactants are: OC(C(F)(F)F)=O.[NH:8]1[CH2:11][CH:10]([NH:12][C:13](=[O:30])[CH2:14][NH:15][C:16]2[C:24]3[C:19](=[CH:20][CH:21]=[C:22]([C:25]([F:28])([F:27])[F:26])[CH:23]=3)[N:18]([CH3:29])[N:17]=2)[CH2:9]1.[OH:31][C:32]1([C:39]2[CH:40]=[N:41][N:42]([CH3:44])[CH:43]=2)[CH2:37][CH2:36][C:35](=O)[CH2:34][CH2:33]1. (4) Given the product [Cl:1][C:2]1[CH:40]=[CH:39][C:5]([CH2:6][C@@H:7]([NH:28][CH:29]2[CH2:30][CH2:31][C:32](=[O:33])[CH2:37][CH2:38]2)[C:8]([N:10]2[CH2:11][CH2:12][C:13]([CH:22]3[CH2:23][CH2:24][CH2:25][CH2:26][CH2:27]3)([CH2:16][N:17]3[CH:21]=[N:20][CH:19]=[N:18]3)[CH2:14][CH2:15]2)=[O:9])=[CH:4][CH:3]=1, predict the reactants needed to synthesize it. The reactants are: [Cl:1][C:2]1[CH:40]=[CH:39][C:5]([CH2:6][C@@H:7]([NH:28][CH:29]2[CH2:38][CH2:37][C:32]3(OCC[O:33]3)[CH2:31][CH2:30]2)[C:8]([N:10]2[CH2:15][CH2:14][C:13]([CH:22]3[CH2:27][CH2:26][CH2:25][CH2:24][CH2:23]3)([CH2:16][N:17]3[CH:21]=[N:20][CH:19]=[N:18]3)[CH2:12][CH2:11]2)=[O:9])=[CH:4][CH:3]=1.ClCCl.O.C(=O)([O-])[O-].[K+].[K+]. (5) Given the product [F:25][C:26]1[CH:27]=[CH:28][C:29]([CH:32]([OH:46])[CH:33]([NH:45][C:15]([C:13]2[C:14]3[C:2](=[O:1])[C:3]4[C:8](=[CH:7][CH:6]=[CH:5][CH:4]=4)[C:9]=3[CH:10]=[CH:11][CH:12]=2)=[O:16])[CH2:34][C:35]2[CH:40]=[CH:39][C:38]([C:41]([F:44])([F:43])[F:42])=[CH:37][CH:36]=2)=[CH:30][CH:31]=1, predict the reactants needed to synthesize it. The reactants are: [O:1]=[C:2]1[C:14]2[C:13]([C:15](O)=[O:16])=[CH:12][CH:11]=[CH:10][C:9]=2[C:8]2[C:3]1=[CH:4][CH:5]=[CH:6][CH:7]=2.C(Cl)(=O)C(Cl)=O.Cl.[F:25][C:26]1[CH:31]=[CH:30][C:29]([CH:32]([OH:46])[CH:33]([NH2:45])[CH2:34][C:35]2[CH:40]=[CH:39][C:38]([C:41]([F:44])([F:43])[F:42])=[CH:37][CH:36]=2)=[CH:28][CH:27]=1.C(=O)([O-])O.[Na+].